This data is from Forward reaction prediction with 1.9M reactions from USPTO patents (1976-2016). The task is: Predict the product of the given reaction. (1) Given the reactants C(OC([N:8]([CH2:13][C:14]1[CH:22]=[CH:21][C:17]([C:18]([OH:20])=O)=[CH:16][C:15]=1[C:23]([F:26])([F:25])[F:24])[CH2:9][CH2:10][O:11][CH3:12])=O)(C)(C)C.CCN(C(C)C)C(C)C.C1CN([P+](ON2N=NC3C=CC=CC2=3)(N2CCCC2)N2CCCC2)CC1.F[P-](F)(F)(F)(F)F.[N:69]1[CH:74]=[CH:73][C:72]([C:75]2[CH:90]=[C:78]3[N:79]=[CH:80][CH:81]=[C:82]([C:83]4[CH:84]=[C:85]([CH:87]=[CH:88][CH:89]=4)[NH2:86])[N:77]3[N:76]=2)=[CH:71][CH:70]=1, predict the reaction product. The product is: [CH3:12][O:11][CH2:10][CH2:9][NH:8][CH2:13][C:14]1[CH:22]=[CH:21][C:17]([C:18]([NH:86][C:85]2[CH:87]=[CH:88][CH:89]=[C:83]([C:82]3[N:77]4[N:76]=[C:75]([C:72]5[CH:73]=[CH:74][N:69]=[CH:70][CH:71]=5)[CH:90]=[C:78]4[N:79]=[CH:80][CH:81]=3)[CH:84]=2)=[O:20])=[CH:16][C:15]=1[C:23]([F:24])([F:25])[F:26]. (2) Given the reactants [NH2:1][C:2]1[C:3]([SH:9])=[N:4][C:5]([Cl:8])=[CH:6][CH:7]=1.N.[CH:11](O)=O, predict the reaction product. The product is: [Cl:8][C:5]1[N:4]=[C:3]2[S:9][CH:11]=[N:1][C:2]2=[CH:7][CH:6]=1. (3) The product is: [C:1]1([C@H:7]([N:10]2[C:11]3=[N:12][C:13]([C:18]4[CH:27]=[CH:26][CH:25]=[C:24]5[C:19]=4[CH:20]=[CH:21][CH:22]=[N:23]5)=[CH:14][N:15]=[C:16]3[NH:17][C:59]2=[O:60])[CH2:8][CH3:9])[CH:2]=[CH:3][CH:4]=[CH:5][CH:6]=1. Given the reactants [C:1]1([C@H:7]([NH:10][C:11]2[C:16]([NH2:17])=[N:15][CH:14]=[C:13]([C:18]3[CH:27]=[CH:26][CH:25]=[C:24]4[C:19]=3[CH:20]=[CH:21][CH:22]=[N:23]4)[N:12]=2)[CH2:8][CH3:9])[CH:6]=[CH:5][CH:4]=[CH:3][CH:2]=1.BrC1N=C(N[C@@H](C2C=CC=CC=2)CC)C(N)=NC=1.N1C2C=CC=C(B(O)O)C=2C=CC=1.[C:59](=O)([O-])[O-:60].[K+].[K+], predict the reaction product. (4) Given the reactants [F:1][C:2]([F:18])([F:17])[C:3]1[CH:4]=[C:5]([CH:14]=[CH:15][CH:16]=1)[O:6][C:7]1[CH:12]=[CH:11][C:10]([NH2:13])=[CH:9][CH:8]=1.C(Cl)(Cl)=[S:20], predict the reaction product. The product is: [N-:13]=[C:10]=[S:20].[F:1][C:2]([F:17])([F:18])[C:3]1[CH:4]=[C:5]([CH:14]=[CH:15][CH:16]=1)[O:6][C:7]1[CH:12]=[CH:11][CH:10]=[CH:9][CH:8]=1. (5) Given the reactants [C:1]1([CH2:7][CH2:8][NH2:9])[CH:6]=[CH:5][CH:4]=[CH:3][CH:2]=1.C(N(CC)CC)C.[F:17][C:18]([F:31])([F:30])S(OS([C:18]([F:31])([F:30])[F:17])(=O)=O)(=O)=O.[C:32](=O)(O)[O-:33].[Na+], predict the reaction product. The product is: [F:17][C:18]([F:31])([F:30])[C:32]([NH:9][CH2:8][CH2:7][C:1]1[CH:6]=[CH:5][CH:4]=[CH:3][CH:2]=1)=[O:33].